Dataset: Peptide-MHC class I binding affinity with 185,985 pairs from IEDB/IMGT. Task: Regression. Given a peptide amino acid sequence and an MHC pseudo amino acid sequence, predict their binding affinity value. This is MHC class I binding data. The peptide sequence is EQRRSTIFDI. The MHC is HLA-A23:01 with pseudo-sequence HLA-A23:01. The binding affinity (normalized) is 0.